Task: Predict which catalyst facilitates the given reaction.. Dataset: Catalyst prediction with 721,799 reactions and 888 catalyst types from USPTO (1) Reactant: [CH3:1][O:2][C:3](=[O:16])[CH2:4][CH2:5][C:6]1[CH:15]=[CH:14][C:9]([C:10]([O:12][CH3:13])=[O:11])=[CH:8][CH:7]=1.[N+:17]([O-])([OH:19])=[O:18]. Product: [CH3:1][O:2][C:3](=[O:16])[CH2:4][CH2:5][C:6]1[CH:15]=[CH:14][C:9]([C:10]([O:12][CH3:13])=[O:11])=[CH:8][C:7]=1[N+:17]([O-:19])=[O:18]. The catalyst class is: 65. (2) Reactant: [Br:1][C:2]1[CH:3]=[C:4]2[C:8](=[CH:9][CH:10]=1)[NH:7][CH2:6][CH2:5]2.C(N(C(C)C)CC)(C)C.[C:20]([O:24][C:25](O[C:25]([O:24][C:20]([CH3:23])([CH3:22])[CH3:21])=[O:26])=[O:26])([CH3:23])([CH3:22])[CH3:21]. Product: [Br:1][C:2]1[CH:3]=[C:4]2[C:8](=[CH:9][CH:10]=1)[N:7]([C:25]([O:24][C:20]([CH3:23])([CH3:22])[CH3:21])=[O:26])[CH2:6][CH2:5]2. The catalyst class is: 172. (3) Reactant: ClC(Cl)(Cl)C([N:5]1[CH2:10][CH2:9][N:8]([C:11]2[CH:16]=[C:15]([S:17]([N:20]3[C:28]4[C:23](=[CH:24][C:25]([Cl:29])=[CH:26][CH:27]=4)[C:22]([CH3:30])=[CH:21]3)(=[O:19])=[O:18])[CH:14]=[CH:13][C:12]=2[O:31][CH3:32])[CH2:7][CH2:6]1)=O.[OH-].[K+]. Product: [Cl:29][C:25]1[CH:24]=[C:23]2[C:28](=[CH:27][CH:26]=1)[N:20]([S:17]([C:15]1[CH:14]=[CH:13][C:12]([O:31][CH3:32])=[C:11]([N:8]3[CH2:9][CH2:10][NH:5][CH2:6][CH2:7]3)[CH:16]=1)(=[O:19])=[O:18])[CH:21]=[C:22]2[CH3:30]. The catalyst class is: 1.